Dataset: Full USPTO retrosynthesis dataset with 1.9M reactions from patents (1976-2016). Task: Predict the reactants needed to synthesize the given product. Given the product [F:13][C:12]1[CH:11]=[C:10]([C:14]([OH:17])([CH3:16])[CH3:15])[CH:9]=[C:8]([F:18])[C:7]=1[C:5]1[S:6][C:2]([NH:1][C:23]2[CH:24]=[CH:25][CH:26]=[C:27]([CH:29]([N:32]3[CH2:37][CH2:36][O:35][CH2:34][CH2:33]3)[CH2:30][OH:31])[N:28]=2)=[C:3]([C:19]([NH2:21])=[O:20])[N:4]=1, predict the reactants needed to synthesize it. The reactants are: [NH2:1][C:2]1[S:6][C:5]([C:7]2[C:12]([F:13])=[CH:11][C:10]([C:14]([OH:17])([CH3:16])[CH3:15])=[CH:9][C:8]=2[F:18])=[N:4][C:3]=1[C:19]([NH2:21])=[O:20].Br[C:23]1[N:28]=[C:27]([CH:29]([N:32]2[CH2:37][CH2:36][O:35][CH2:34][CH2:33]2)[CH2:30][OH:31])[CH:26]=[CH:25][CH:24]=1.CC(C1C=C(C(C)C)C(C2C=CC=CC=2P(C2CCCCC2)C2CCCCC2)=C(C(C)C)C=1)C.C(=O)([O-])[O-].[K+].[K+].C(O)(CC)(C)C.